This data is from Full USPTO retrosynthesis dataset with 1.9M reactions from patents (1976-2016). The task is: Predict the reactants needed to synthesize the given product. (1) Given the product [S:1]1[C:2]2[C:8](=[O:9])[NH:11][CH2:7][CH2:6][C:3]=2[CH:4]=[CH:5]1, predict the reactants needed to synthesize it. The reactants are: [S:1]1[CH:5]=[CH:4][C:3]2[CH2:6][CH2:7][C:8](=[O:9])[C:2]1=2.Cl.[NH2:11]O.CC([O-])=O.[Na+]. (2) Given the product [Cl:12][C:4]1[CH:3]=[C:2]([NH:29][C:26]2[CH:25]=[CH:24][C:23]([N:20]3[CH2:21][CH2:22][N:17]([CH:15]4[CH2:14][O:13][CH2:16]4)[CH2:18][CH2:19]3)=[CH:28][N:27]=2)[C:10]2[N:9]=[CH:8][N:7]([CH3:11])[C:6]=2[CH:5]=1, predict the reactants needed to synthesize it. The reactants are: Br[C:2]1[C:10]2[N:9]=[CH:8][N:7]([CH3:11])[C:6]=2[CH:5]=[C:4]([Cl:12])[CH:3]=1.[O:13]1[CH2:16][CH:15]([N:17]2[CH2:22][CH2:21][N:20]([C:23]3[CH:24]=[CH:25][C:26]([NH2:29])=[N:27][CH:28]=3)[CH2:19][CH2:18]2)[CH2:14]1.C(=O)([O-])[O-].[Cs+].[Cs+].CC1(C)C2C(=C(P(C3C=CC=CC=3)C3C=CC=CC=3)C=CC=2)OC2C(P(C3C=CC=CC=3)C3C=CC=CC=3)=CC=CC1=2. (3) Given the product [Cl:26][C:27]1[CH:32]=[C:31]([Cl:33])[C:30]([CH3:34])=[CH:29][C:28]=1[S:35]([NH:1][C:2]1[CH:7]=[C:6]([CH3:8])[C:5]([S:25][C:22]2[CH:21]=[CH:20][C:19]([S:16]([N:10]3[CH2:11][CH2:12][CH2:13][CH2:14][CH2:15]3)(=[O:18])=[O:17])=[CH:24][CH:23]=2)=[CH:4][N:3]=1)(=[O:37])=[O:36], predict the reactants needed to synthesize it. The reactants are: [NH2:1][C:2]1[CH:7]=[C:6]([CH3:8])[C:5](Br)=[CH:4][N:3]=1.[N:10]1([S:16]([C:19]2[CH:24]=[CH:23][C:22]([SH:25])=[CH:21][CH:20]=2)(=[O:18])=[O:17])[CH2:15][CH2:14][CH2:13][CH2:12][CH2:11]1.[Cl:26][C:27]1[CH:32]=[C:31]([Cl:33])[C:30]([CH3:34])=[CH:29][C:28]=1[S:35](Cl)(=[O:37])=[O:36]. (4) Given the product [F:32][C:26]1[CH:27]=[CH:28][CH:29]=[C:30]([F:31])[C:25]=1[NH:24][C:22](=[O:23])[C:21]1[CH:33]=[C:17]([C:9]2[N:10]=[C:11]3[CH:16]=[CH:15][CH:14]=[CH:13][N:12]3[C:8]=2[C:6]2[CH:5]=[CH:4][N:3]=[C:2]([NH:43][C:42]3[CH:44]=[C:38]([CH2:36][CH3:37])[C:39]([N:47]4[CH2:48][CH2:49][CH:50]([N:53]5[CH2:54][CH2:55][N:56]([S:59]([CH3:62])(=[O:61])=[O:60])[CH2:57][CH2:58]5)[CH2:51][CH2:52]4)=[CH:40][C:41]=3[O:45][CH3:46])[N:7]=2)[CH:18]=[CH:19][C:20]=1[O:34][CH3:35], predict the reactants needed to synthesize it. The reactants are: Cl[C:2]1[N:7]=[C:6]([C:8]2[N:12]3[CH:13]=[CH:14][CH:15]=[CH:16][C:11]3=[N:10][C:9]=2[C:17]2[CH:18]=[CH:19][C:20]([O:34][CH3:35])=[C:21]([CH:33]=2)[C:22]([NH:24][C:25]2[C:30]([F:31])=[CH:29][CH:28]=[CH:27][C:26]=2[F:32])=[O:23])[CH:5]=[CH:4][N:3]=1.[CH2:36]([C:38]1[C:39]([N:47]2[CH2:52][CH2:51][CH:50]([N:53]3[CH2:58][CH2:57][N:56]([S:59]([CH3:62])(=[O:61])=[O:60])[CH2:55][CH2:54]3)[CH2:49][CH2:48]2)=[CH:40][C:41]([O:45][CH3:46])=[C:42]([CH:44]=1)[NH2:43])[CH3:37].Cl. (5) Given the product [Cl:5][C:6]1[CH:13]=[CH:12][C:9]([CH:10]=[CH:25][N+:22]([O-:24])=[O:23])=[CH:8][CH:7]=1, predict the reactants needed to synthesize it. The reactants are: C(O)(=O)C.[Cl:5][C:6]1[CH:13]=[CH:12][C:9]([CH:10]=O)=[CH:8][CH:7]=1.C(N)C1C=CC=CC=1.[N+:22]([CH3:25])([O-:24])=[O:23].